Dataset: Catalyst prediction with 721,799 reactions and 888 catalyst types from USPTO. Task: Predict which catalyst facilitates the given reaction. (1) Reactant: [C:1]([NH2:10])(=O)[C:2]1[C:3](=[CH:5][CH:6]=[CH:7][CH:8]=1)[OH:4].[C:11]([CH:14]([CH2:27][CH:28]([CH3:30])[CH3:29])[C:15]([NH:17][C:18]1[CH:23]=[CH:22][C:21]([CH:24]([CH3:26])[CH3:25])=[CH:20][CH:19]=1)=[O:16])(=O)[CH3:12]. Product: [OH:4][C:3]1[CH:5]=[CH:6][CH:7]=[CH:8][C:2]=1[C:1]1[N:17]([C:18]2[CH:23]=[CH:22][C:21]([CH:24]([CH3:26])[CH3:25])=[CH:20][CH:19]=2)[C:15](=[O:16])[C:14]([CH2:27][CH:28]([CH3:30])[CH3:29])=[C:11]([CH3:12])[N:10]=1. The catalyst class is: 113. (2) Reactant: C(O)C.[CH3:4][N:5]1[CH:9]=[CH:8][C:7]([NH:10][C:11]([C:13]2[C:18]([S:19][C:20]3[CH:21]=[N:22][C:23]([CH3:26])=[CH:24][CH:25]=3)=[N:17][CH:16]=[C:15]([S:27][C:28]3[NH:32][CH:31]=[N:30][N:29]=3)[N:14]=2)=[O:12])=[N:6]1.[ClH:33].C(OCC)(=O)C. Product: [ClH:33].[CH3:4][N:5]1[CH:9]=[CH:8][C:7]([NH:10][C:11]([C:13]2[C:18]([S:19][C:20]3[CH:21]=[N:22][C:23]([CH3:26])=[CH:24][CH:25]=3)=[N:17][CH:16]=[C:15]([S:27][C:28]3[NH:32][CH:31]=[N:30][N:29]=3)[N:14]=2)=[O:12])=[N:6]1. The catalyst class is: 6. (3) Reactant: [NH2:1][C:2]1[CH:10]=[CH:9][C:5]([C:6]([OH:8])=O)=[CH:4][C:3]=1[N+:11]([O-:13])=[O:12].[NH2:14][C:15]1[CH:23]=[C:22]2[C:18]([CH:19]=[N:20][NH:21]2)=[CH:17][CH:16]=1.CN(C(ON1N=NC2C=CC=CC1=2)=[N+](C)C)C.F[P-](F)(F)(F)(F)F. Product: [NH2:1][C:2]1[CH:10]=[CH:9][C:5]([C:6]([NH:14][C:15]2[CH:23]=[C:22]3[C:18]([CH:19]=[N:20][NH:21]3)=[CH:17][CH:16]=2)=[O:8])=[CH:4][C:3]=1[N+:11]([O-:13])=[O:12]. The catalyst class is: 3. (4) Reactant: O1[C:5]2([CH2:10][CH2:9][CH:8]([C:11]3[C:15]([CH2:16][N:17]([CH3:29])[CH2:18][CH2:19][N:20]([CH3:28])[C:21](=[O:27])[O:22][C:23]([CH3:26])([CH3:25])[CH3:24])=[CH:14][N:13]([CH:30]4[CH2:35][CH2:34][CH2:33][CH2:32][O:31]4)[N:12]=3)[CH2:7][CH2:6]2)[O:4]CC1. Product: [CH3:28][N:20]([CH2:19][CH2:18][N:17]([CH3:29])[CH2:16][C:15]1[C:11]([CH:8]2[CH2:7][CH2:6][C:5](=[O:4])[CH2:10][CH2:9]2)=[N:12][N:13]([CH:30]2[CH2:35][CH2:34][CH2:33][CH2:32][O:31]2)[CH:14]=1)[C:21](=[O:27])[O:22][C:23]([CH3:26])([CH3:25])[CH3:24]. The catalyst class is: 4. (5) Reactant: [CH3:1][C:2]1([CH3:28])[C:14]2[CH:13]=[C:12]([C:15]3[C:20]4[O:21][C:22]5[CH:27]=[CH:26][CH:25]=[CH:24][C:23]=5[C:19]=4[CH:18]=[CH:17][CH:16]=3)[CH:11]=[CH:10][C:9]=2[C:8]2[C:3]1=[CH:4][CH:5]=[CH:6][CH:7]=2.C([Li])(CC)C.C1CCCCC1.C(O[B:44]1[O:48][C:47]([CH3:50])([CH3:49])[C:46]([CH3:52])([CH3:51])[O:45]1)(C)C. Product: [CH3:1][C:2]1([CH3:28])[C:14]2[CH:13]=[C:12]([C:15]3[C:20]4[O:21][C:22]5[C:27]([B:44]6[O:48][C:47]([CH3:50])([CH3:49])[C:46]([CH3:52])([CH3:51])[O:45]6)=[CH:26][CH:25]=[CH:24][C:23]=5[C:19]=4[CH:18]=[CH:17][CH:16]=3)[CH:11]=[CH:10][C:9]=2[C:8]2[C:3]1=[CH:4][CH:5]=[CH:6][CH:7]=2. The catalyst class is: 1. (6) Product: [Cl:13][C:10]1[C:9]2[C:4](=[CH:5][CH:6]=[C:7]([F:14])[CH:8]=2)[N:3]=[C:2]([C:20]2[CH:25]=[CH:24][CH:23]=[CH:22][N:21]=2)[C:11]=1[CH3:12]. The catalyst class is: 109. Reactant: Cl[C:2]1[C:11]([CH3:12])=[C:10]([Cl:13])[C:9]2[C:4](=[CH:5][CH:6]=[C:7]([F:14])[CH:8]=2)[N:3]=1.C([Sn](CCCC)(CCCC)[C:20]1[CH:25]=[CH:24][CH:23]=[CH:22][N:21]=1)CCC. (7) Reactant: [Mg].[CH2:2](Br)[CH2:3][CH:4]([CH3:6])[CH3:5].[Br:8][C:9]1[CH:17]=[CH:16][C:12]([C:13]([OH:15])=[O:14])=[C:11](F)[CH:10]=1.Cl. Product: [Br:8][C:9]1[CH:17]=[CH:16][C:12]([C:13]([OH:15])=[O:14])=[C:11]([CH2:2][CH2:3][CH:4]([CH3:6])[CH3:5])[CH:10]=1. The catalyst class is: 30.